Dataset: Forward reaction prediction with 1.9M reactions from USPTO patents (1976-2016). Task: Predict the product of the given reaction. (1) Given the reactants [CH3:1][O:2][C:3]1[CH:4]=[C:5]([CH:7]=[C:8]([O:12][CH3:13])[C:9]=1[O:10][CH3:11])[NH2:6].CC1(C)C2C(=C(P(C3C=CC=CC=3)C3C=CC=CC=3)C=CC=2)OC2C(P(C3C=CC=CC=3)C3C=CC=CC=3)=CC=CC1=2.C([O-])([O-])=O.[Cs+].[Cs+].Cl[C:63]1[CH:68]=[C:67]([O:69][C:70]2[C:71]([C:78]3[CH:83]=[CH:82][CH:81]=[C:80]([CH3:84])[N:79]=3)=[N:72][C:73]([CH2:76][CH3:77])=[CH:74][CH:75]=2)[CH:66]=[CH:65][N:64]=1, predict the reaction product. The product is: [CH2:76]([C:73]1[N:72]=[C:71]([C:78]2[CH:83]=[CH:82][CH:81]=[C:80]([CH3:84])[N:79]=2)[C:70]([O:69][C:67]2[CH:66]=[CH:65][N:64]=[C:63]([NH:6][C:5]3[CH:7]=[C:8]([O:12][CH3:13])[C:9]([O:10][CH3:11])=[C:3]([O:2][CH3:1])[CH:4]=3)[CH:68]=2)=[CH:75][CH:74]=1)[CH3:77]. (2) Given the reactants [CH3:1][C:2]([O:4][CH2:5][C@H:6]1[O:11][C@H:10]([O:12][C:13]([CH3:15])=[O:14])[C@H:9]([N:16]=[N+]=[N-])[C@@H:8]([O:19][C:20]([CH3:22])=[O:21])[C@@H:7]1[O:23][C:24]([CH3:26])=[O:25])=[O:3], predict the reaction product. The product is: [C:13]([O:12][C@H:10]1[O:11][C@H:6]([CH2:5][O:4][C:2](=[O:3])[CH3:1])[C@@H:7]([O:23][C:24](=[O:25])[CH3:26])[C@H:8]([O:19][C:20](=[O:21])[CH3:22])[C@H:9]1[NH2:16])(=[O:14])[CH3:15]. (3) Given the reactants [Cl:1][C:2]1[N:7]=[C:6]([NH:8][C@H:9]([CH3:12])[CH2:10][OH:11])[C:5](I)=[CH:4][N:3]=1.[S:14]1[CH:18]=[CH:17][CH:16]=[C:15]1B(O)O, predict the reaction product. The product is: [Cl:1][C:2]1[N:7]=[C:6]([NH:8][C@H:9]([CH3:12])[CH2:10][OH:11])[C:5]([C:15]2[S:14][CH:18]=[CH:17][CH:16]=2)=[CH:4][N:3]=1. (4) Given the reactants [Cl:1][C:2]1[CH:8]=[CH:7][C:5]([NH2:6])=[C:4]([C:9]2[CH:14]=[C:13]([O:15][CH3:16])[N:12]=[CH:11][N:10]=2)[C:3]=1[F:17].C(ON=O)CC(C)C.[Si](N=[N+:31]=[N-:32])(C)(C)C.[F:33][C:34]([F:38])([F:37])[C:35]#[CH:36], predict the reaction product. The product is: [Cl:1][C:2]1[C:3]([F:17])=[C:4]([C:9]2[CH:14]=[C:13]([O:15][CH3:16])[N:12]=[CH:11][N:10]=2)[C:5]([N:6]2[CH:36]=[C:35]([C:34]([F:38])([F:37])[F:33])[N:31]=[N:32]2)=[CH:7][CH:8]=1. (5) The product is: [NH2:16][C:6]1[CH:7]=[CH:8][C:9]([C:11]2[S:12][CH:13]=[CH:14][CH:15]=2)=[CH:10][C:5]=1[NH:4][C:3](=[O:24])[N:2]([CH3:1])[CH3:25]. Given the reactants [CH3:1][N:2]([CH3:25])[C:3](=[O:24])[NH:4][C:5]1[CH:10]=[C:9]([C:11]2[S:12][CH:13]=[CH:14][CH:15]=2)[CH:8]=[CH:7][C:6]=1[NH:16]C(=O)OC(C)(C)C.C(O)(C(F)(F)F)=O, predict the reaction product. (6) Given the reactants [NH2:1][C:2]1[CH:3]=[C:4]2[C:9](=[C:10]([Cl:12])[CH:11]=1)[N:8]=[CH:7][C:6]([C:13]#[N:14])=[C:5]2[NH:15][C:16]1[CH:21]=[CH:20][C:19]([F:22])=[C:18]([Cl:23])[CH:17]=1.[NH:24]1[C:28]([CH:29]=O)=[N:27][N:26]=[N:25]1.[BH3-]C#N.[Na+], predict the reaction product. The product is: [Cl:12][C:10]1[CH:11]=[C:2]([NH:1][CH2:29][C:28]2[NH:27][N:26]=[N:25][N:24]=2)[CH:3]=[C:4]2[C:9]=1[N:8]=[CH:7][C:6]([C:13]#[N:14])=[C:5]2[NH:15][C:16]1[CH:21]=[CH:20][C:19]([F:22])=[C:18]([Cl:23])[CH:17]=1. (7) Given the reactants CS(O[CH:6]1[CH2:11][CH2:10][N:9]([C:12]([O:14][C:15]([CH3:18])([CH3:17])[CH3:16])=[O:13])[CH2:8][CH2:7]1)(=O)=O.[CH2:19]([S-:22])[CH2:20][CH3:21].[Na+].O, predict the reaction product. The product is: [CH2:19]([S:22][CH:6]1[CH2:7][CH2:8][N:9]([C:12]([O:14][C:15]([CH3:16])([CH3:17])[CH3:18])=[O:13])[CH2:10][CH2:11]1)[CH2:20][CH3:21]. (8) Given the reactants [C:1]([C:3]1[CH:4]=[C:5]([CH:7]=[CH:8][CH:9]=1)[NH2:6])#[N:2], predict the reaction product. The product is: [NH2:6][C:5]1[CH:4]=[C:3]([CH:9]=[CH:8][CH:7]=1)[CH2:1][NH2:2]. (9) Given the reactants [CH3:1][N:2]1[CH2:7][CH2:6][NH:5][CH2:4][CH2:3]1.[Br:8][C:9]1[CH:14]=[CH:13][C:12]([C:15]([F:18])([F:17])[F:16])=[CH:11][C:10]=1[S:19](Cl)(=[O:21])=[O:20], predict the reaction product. The product is: [Br:8][C:9]1[CH:14]=[CH:13][C:12]([C:15]([F:17])([F:16])[F:18])=[CH:11][C:10]=1[S:19]([N:5]1[CH2:6][CH2:7][N:2]([CH3:1])[CH2:3][CH2:4]1)(=[O:21])=[O:20]. (10) Given the reactants [OH:1][C@@H:2]([CH2:11][C:12]1[CH:17]=[CH:16][CH:15]=[CH:14][CH:13]=1)[C:3]([N:5]1[CH2:10][CH2:9][O:8][CH2:7][CH2:6]1)=[O:4].O.C(O)(=O)C, predict the reaction product. The product is: [CH:12]1([CH2:11][C@H:2]([OH:1])[C:3]([N:5]2[CH2:6][CH2:7][O:8][CH2:9][CH2:10]2)=[O:4])[CH2:17][CH2:16][CH2:15][CH2:14][CH2:13]1.